Predict the product of the given reaction. From a dataset of Forward reaction prediction with 1.9M reactions from USPTO patents (1976-2016). (1) Given the reactants FC1C=C([N+]([O-])=O)C=CC=1OC1[C:6]2[S:13][C:12]([S:14]([CH3:16])=[O:15])=[CH:11][C:7]=2N=CN=1.[F:24][C:25]1[CH:26]=[C:27]([NH:43][C:44]([NH:46][C:47](=[O:55])[CH2:48][C:49]2[CH:54]=[CH:53][CH:52]=[CH:51][CH:50]=2)=[S:45])[CH:28]=[CH:29][C:30]=1[O:31][C:32]1C2SC(SC)=CC=2[N:35]=[CH:36][N:37]=1, predict the reaction product. The product is: [F:24][C:25]1[CH:26]=[C:27]([NH:43][C:44]([NH:46][C:47](=[O:55])[CH2:48][C:49]2[CH:50]=[CH:51][CH:52]=[CH:53][CH:54]=2)=[S:45])[CH:28]=[CH:29][C:30]=1[O:31][C:32]1[C:7]2[CH:11]=[C:12]([S:14]([CH3:16])=[O:15])[S:13][C:6]=2[N:35]=[CH:36][N:37]=1. (2) Given the reactants [N+:1]([C:4]1[CH:5]=[C:6]2[C:13]3([CH2:18][CH2:17][S:16][C:15]([NH:19][C:20](=[O:26])[O:21][C:22]([CH3:25])([CH3:24])[CH3:23])=[N:14]3)[CH2:12][CH2:11][O:10][C:7]2=[CH:8][CH:9]=1)([O-])=O.S(S([O-])=O)([O-])=O.[Na+].[Na+].CN(C)C=O, predict the reaction product. The product is: [NH2:1][C:4]1[CH:5]=[C:6]2[C:13]3([CH2:18][CH2:17][S:16][C:15]([NH:19][C:20](=[O:26])[O:21][C:22]([CH3:24])([CH3:23])[CH3:25])=[N:14]3)[CH2:12][CH2:11][O:10][C:7]2=[CH:8][CH:9]=1. (3) Given the reactants [NH2:1][C:2]1[C:11]2[C:6](=[C:7]([O:14][CH2:15][CH:16]3[CH2:18][CH2:17]3)[C:8]([O:12][CH3:13])=[CH:9][CH:10]=2)[NH:5][C:4](=[O:19])[CH:3]=1.Br[C:21]1[C:26]([CH3:27])=[CH:25][N:24]=[CH:23][C:22]=1[CH3:28].C1(P(C2CCCCC2)C2C=CC=CC=2C2C(C(C)C)=CC(C(C)C)=CC=2C(C)C)CCCCC1.CC(C)([O-])C.[Na+], predict the reaction product. The product is: [CH:16]1([CH2:15][O:14][C:7]2[C:8]([O:12][CH3:13])=[CH:9][CH:10]=[C:11]3[C:6]=2[NH:5][C:4](=[O:19])[CH:3]=[C:2]3[NH:1][C:21]2[C:26]([CH3:27])=[CH:25][N:24]=[CH:23][C:22]=2[CH3:28])[CH2:17][CH2:18]1. (4) Given the reactants [Cl:1][C:2]1[CH:9]=[C:8]([N:10]([CH2:16][C:17]2[CH:22]=[CH:21][CH:20]=[CH:19][C:18]=2[Cl:23])[C@H:11]2[CH2:15][CH2:14][NH:13][CH2:12]2)[CH:7]=[CH:6][C:3]=1[C:4]#[N:5].[Cl:24][C:25]1[CH:30]=[CH:29][C:28]([S:31](Cl)(=[O:33])=[O:32])=[CH:27][CH:26]=1, predict the reaction product. The product is: [Cl:1][C:2]1[CH:9]=[C:8]([N:10]([CH2:16][C:17]2[CH:22]=[CH:21][CH:20]=[CH:19][C:18]=2[Cl:23])[C@H:11]2[CH2:15][CH2:14][N:13]([S:31]([C:28]3[CH:29]=[CH:30][C:25]([Cl:24])=[CH:26][CH:27]=3)(=[O:33])=[O:32])[CH2:12]2)[CH:7]=[CH:6][C:3]=1[C:4]#[N:5]. (5) The product is: [N:23]1([CH2:30][CH2:31][O:32][C:33]2[CH:41]=[CH:40][C:36]([CH2:37][N:57]([CH2:56][CH3:55])[C:58]3[CH:63]=[CH:62][CH:61]=[CH:60][C:59]=3[C:64]3[C:73]([CH3:74])([CH3:75])[CH2:72][C:71]4[C:66](=[CH:67][CH:68]=[C:69]([O:76][CH3:77])[CH:70]=4)[CH:65]=3)=[CH:35][CH:34]=2)[CH2:29][CH2:28][CH2:27][CH2:26][CH2:25][CH2:24]1. Given the reactants COC1C=C2C(=CC=1)C=C(C1C=CC=CC=1N)C(C)(C)C2.Cl.[N:23]1([CH2:30][CH2:31][O:32][C:33]2[CH:41]=[CH:40][C:36]([C:37](O)=O)=[CH:35][CH:34]=2)[CH2:29][CH2:28][CH2:27][CH2:26][CH2:25][CH2:24]1.N1(CCOC2C=C[C:55]([CH2:56][NH:57][C:58]3[CH:63]=[CH:62][CH:61]=[CH:60][C:59]=3[C:64]3[C:73]([CH3:75])([CH3:74])[CH2:72][C:71]4[C:66](=[CH:67][CH:68]=[C:69]([O:76][CH3:77])[CH:70]=4)[CH:65]=3)=CC=2)CCCCCC1, predict the reaction product. (6) The product is: [F:21][C@@H:19]1[CH2:20][N:16]([C:14](=[O:15])[CH2:13][NH:12][C:7]23[CH2:8][CH2:9][C:4]([C:1]([NH:24][C:25]4[O:26][C:27]([CH3:30])=[N:28][N:29]=4)=[O:2])([CH2:5][CH2:6]2)[CH2:11][CH2:10]3)[C@H:17]([C:22]#[N:23])[CH2:18]1. Given the reactants [C:1]([C:4]12[CH2:11][CH2:10][C:7]([NH:12][CH2:13][C:14]([N:16]3[CH2:20][C@@H:19]([F:21])[CH2:18][C@H:17]3[C:22]#[N:23])=[O:15])([CH2:8][CH2:9]1)[CH2:6][CH2:5]2)(O)=[O:2].[NH2:24][C:25]1[O:26][C:27]([CH3:30])=[N:28][N:29]=1, predict the reaction product.